The task is: Predict the product of the given reaction.. This data is from Forward reaction prediction with 1.9M reactions from USPTO patents (1976-2016). (1) Given the reactants Cl[C:2]1[C:3]([NH2:9])=[N:4][CH:5]=[N:6][C:7]=1Cl.[NH2:10][CH2:11][CH:12]1[CH2:16][CH2:15][N:14]([C:17]([O:19]C(C)(C)C)=O)[CH2:13]1.[CH2:24]([O:31][C:32]1[CH:37]=[CH:36][C:35](B(O)O)=[CH:34][CH:33]=1)[C:25]1[CH:30]=[CH:29][CH:28]=[CH:27][CH:26]=1.[C:41](Cl)(=O)[CH:42]=C, predict the reaction product. The product is: [NH2:9][C:3]1[N:4]=[CH:5][N:6]=[C:7]([NH:10][CH2:11][CH:12]2[CH2:16][CH2:15][N:14]([C:17](=[O:19])[CH:41]=[CH2:42])[CH2:13]2)[C:2]=1[C:35]1[CH:36]=[CH:37][C:32]([O:31][CH2:24][C:25]2[CH:30]=[CH:29][CH:28]=[CH:27][CH:26]=2)=[CH:33][CH:34]=1. (2) Given the reactants C([NH:9][C:10]([NH:12][C:13]1[CH:35]=[CH:34][C:16]2[N:17]=[C:18]([NH:20][CH:21]3[CH2:26][CH2:25][N:24]([CH2:27][C:28]4[CH:33]=[CH:32][CH:31]=[CH:30][CH:29]=4)[CH2:23][CH2:22]3)[S:19][C:15]=2[CH:14]=1)=[S:11])(=O)C1C=CC=CC=1.[OH-].[Na+], predict the reaction product. The product is: [CH2:27]([N:24]1[CH2:25][CH2:26][CH:21]([NH:20][C:18]2[S:19][C:15]3[CH:14]=[C:13]([NH:12][C:10]([NH2:9])=[S:11])[CH:35]=[CH:34][C:16]=3[N:17]=2)[CH2:22][CH2:23]1)[C:28]1[CH:29]=[CH:30][CH:31]=[CH:32][CH:33]=1. (3) Given the reactants Br[C:2]1[C:3]2[N:4]([N:8]=[C:9](Cl)[N:10]=2)[CH:5]=[CH:6][CH:7]=1.[F:12][C:13]1([F:25])[O:17][C:16]2[CH:18]=[CH:19][CH:20]=[C:21](B(O)O)[C:15]=2[O:14]1, predict the reaction product. The product is: [F:25][C:13]1([F:12])[O:14][C:15]2[CH:21]=[CH:20][CH:19]=[C:18]([C:9]3[N:10]=[C:3]4[CH:2]=[CH:7][CH:6]=[CH:5][N:4]4[N:8]=3)[C:16]=2[O:17]1. (4) Given the reactants [Cl:1][C:2]1[CH:3]=[C:4]([C:12]2[S:16][C:15]([C:17]3[CH:22]=[CH:21][N:20]=[C:19]4[N:23]([CH2:26][CH2:27][CH2:28][C:29]([O:31]CC)=[O:30])[CH:24]=[CH:25][C:18]=34)=[N:14][N:13]=2)[CH:5]=[CH:6][C:7]=1[O:8][CH:9]([CH3:11])[CH3:10].[OH-].[Li+].CC(O)=O, predict the reaction product. The product is: [Cl:1][C:2]1[CH:3]=[C:4]([C:12]2[S:16][C:15]([C:17]3[CH:22]=[CH:21][N:20]=[C:19]4[N:23]([CH2:26][CH2:27][CH2:28][C:29]([OH:31])=[O:30])[CH:24]=[CH:25][C:18]=34)=[N:14][N:13]=2)[CH:5]=[CH:6][C:7]=1[O:8][CH:9]([CH3:11])[CH3:10]. (5) Given the reactants [CH3:1][O:2][C:3]1[CH:8]=[CH:7][C:6]([C:9]2[C:10]([NH2:19])=[CH:11][CH:12]=[C:13]([C:15]([F:18])([F:17])[F:16])[CH:14]=2)=[CH:5][CH:4]=1.[I:20]I, predict the reaction product. The product is: [I:20][C:11]1[CH:12]=[C:13]([C:15]([F:17])([F:16])[F:18])[CH:14]=[C:9]([C:6]2[CH:7]=[CH:8][C:3]([O:2][CH3:1])=[CH:4][CH:5]=2)[C:10]=1[NH2:19]. (6) Given the reactants [CH3:1][N:2]([CH3:16])[CH:3]([C:5]1[CH:6]=[C:7]([CH:13]=[CH:14][CH:15]=1)[O:8][CH2:9][CH2:10][CH2:11][NH2:12])[CH3:4].[CH2:17]1[C@@H:21]([CH2:22][CH2:23][CH2:24][CH2:25][C:26](O)=[O:27])[S:20][S:19][CH2:18]1, predict the reaction product. The product is: [CH3:16][N:2]([CH3:1])[CH:3]([C:5]1[CH:6]=[C:7]([CH:13]=[CH:14][CH:15]=1)[O:8][CH2:9][CH2:10][CH2:11][NH:12][C:26](=[O:27])[CH2:25][CH2:24][CH2:23][CH2:22][CH:21]1[CH2:17][CH2:18][S:19][S:20]1)[CH3:4]. (7) Given the reactants [CH3:1][C:2]1([CH3:38])[O:7][C:6]2[CH:8]=[CH:9][C:10]([C@H:12]3[O:16][C:15](=[O:17])[N:14]([CH2:18][CH2:19][C:20]4[CH:25]=[CH:24][C:23]([O:26][CH2:27][CH2:28][O:29][CH2:30][C:31]5[CH:36]=[CH:35][CH:34]=[C:33](I)[CH:32]=5)=[CH:22][CH:21]=4)[CH2:13]3)=[CH:11][C:5]=2[CH2:4][O:3]1.[CH3:39][O:40][C:41]([C:43]1[CH:44]=[C:45](B(O)O)[CH:46]=[CH:47][CH:48]=1)=[O:42].C(=O)([O-])[O-].[Na+].[Na+], predict the reaction product. The product is: [CH3:1][C:2]1([CH3:38])[O:7][C:6]2[CH:8]=[CH:9][C:10]([C@H:12]3[O:16][C:15](=[O:17])[N:14]([CH2:18][CH2:19][C:20]4[CH:25]=[CH:24][C:23]([O:26][CH2:27][CH2:28][O:29][CH2:30][C:31]5[CH:32]=[C:33]([C:47]6[CH:46]=[CH:45][CH:44]=[C:43]([C:41]([O:40][CH3:39])=[O:42])[CH:48]=6)[CH:34]=[CH:35][CH:36]=5)=[CH:22][CH:21]=4)[CH2:13]3)=[CH:11][C:5]=2[CH2:4][O:3]1.